Regression. Given a peptide amino acid sequence and an MHC pseudo amino acid sequence, predict their binding affinity value. This is MHC class II binding data. From a dataset of Peptide-MHC class II binding affinity with 134,281 pairs from IEDB. (1) The peptide sequence is KKDNQVAYLIIGILTLV. The MHC is DRB1_1301 with pseudo-sequence DRB1_1301. The binding affinity (normalized) is 0.495. (2) The MHC is DRB1_0406 with pseudo-sequence DRB1_0403. The binding affinity (normalized) is 0. The peptide sequence is RGYPGLDGAKGEAGA. (3) The peptide sequence is RFTISRDNAKNSLYL. The MHC is DRB4_0101 with pseudo-sequence DRB4_0103. The binding affinity (normalized) is 0.234. (4) The binding affinity (normalized) is 0. The MHC is DRB1_1501 with pseudo-sequence DRB1_1501. The peptide sequence is AEGGKATTEEQKLIE. (5) The peptide sequence is PRTLNGPGPGSPAIF. The MHC is DRB1_1501 with pseudo-sequence DRB1_1501. The binding affinity (normalized) is 0.